Task: Predict the product of the given reaction.. Dataset: Forward reaction prediction with 1.9M reactions from USPTO patents (1976-2016) Given the reactants [Br:1][C:2]1[N:6]([CH3:7])[N:5]=[CH:4][C:3]=1[C:8]1[N:9]=[CH:10][N:11]([NH:13]C(=O)OC)[CH:12]=1.[OH-].[Na+], predict the reaction product. The product is: [Br:1][C:2]1[N:6]([CH3:7])[N:5]=[CH:4][C:3]=1[C:8]1[N:9]=[CH:10][N:11]([NH2:13])[CH:12]=1.